This data is from TCR-epitope binding with 47,182 pairs between 192 epitopes and 23,139 TCRs. The task is: Binary Classification. Given a T-cell receptor sequence (or CDR3 region) and an epitope sequence, predict whether binding occurs between them. The epitope is TAFTIPSI. The TCR CDR3 sequence is CASTRGGQGGTEAFF. Result: 0 (the TCR does not bind to the epitope).